This data is from Full USPTO retrosynthesis dataset with 1.9M reactions from patents (1976-2016). The task is: Predict the reactants needed to synthesize the given product. (1) Given the product [C:1]([O:5][C:6]([NH:8][CH:9]([CH:10]1[CH2:11][CH2:25][O:29][CH2:12]1)[C:13]1[N:23]=[CH:22][C:21]([Cl:24])=[CH:20][C:14]=1[C:15]([O:17][CH2:18][CH3:19])=[O:16])=[O:7])([CH3:4])([CH3:2])[CH3:3], predict the reactants needed to synthesize it. The reactants are: [C:1]([O:5][C:6]([NH:8][C@H:9]([C:13]1[N:23]=[CH:22][C:21]([Cl:24])=[CH:20][C:14]=1[C:15]([O:17][CH2:18][CH3:19])=[O:16])[CH:10]([CH3:12])[CH3:11])=[O:7])([CH3:4])([CH3:3])[CH3:2].[C:25]([O:29]C(NC(C1CCOC1)C(=O)CC(OCC)=O)=O)(C)(C)C. (2) Given the product [Cl:26][C:27]1[CH:32]=[C:31]([C:2]2[CH:11]=[CH:10][C:9]3[C:4](=[C:5]([NH:16][C@H:17]4[CH2:22][CH2:21][C@H:20]([N:23]([CH3:24])[CH3:25])[CH2:19][CH2:18]4)[C:6]([S:12]([CH3:15])(=[O:13])=[O:14])=[CH:7][N:8]=3)[N:3]=2)[CH:30]=[C:29]([F:42])[C:28]=1[OH:43], predict the reactants needed to synthesize it. The reactants are: Cl[C:2]1[N:3]=[C:4]2[C:9](=[CH:10][CH:11]=1)[N:8]=[CH:7][C:6]([S:12]([CH3:15])(=[O:14])=[O:13])=[C:5]2[NH:16][C@H:17]1[CH2:22][CH2:21][C@H:20]([N:23]([CH3:25])[CH3:24])[CH2:19][CH2:18]1.[Cl:26][C:27]1[CH:32]=[C:31](B2OC(C)(C)C(C)(C)O2)[CH:30]=[C:29]([F:42])[C:28]=1[OH:43].C1(N)C(F)=C(F)C(F)=C(N)C=1F.Cl.Cl. (3) Given the product [NH:22]1[CH:21]=[CH:20][N:29]=[C:16]1[C:9]1[C:10]2[C:15](=[CH:14][CH:13]=[CH:12][CH:11]=2)[C:6]([O:5][CH2:4][CH2:3][C@H:2]([OH:1])[CH2:18][OH:19])=[CH:7][CH:8]=1, predict the reactants needed to synthesize it. The reactants are: [OH:1][C@H:2]([CH2:18][OH:19])[CH2:3][CH2:4][O:5][C:6]1[C:15]2[C:10](=[CH:11][CH:12]=[CH:13][CH:14]=2)[C:9]([CH:16]=O)=[CH:8][CH:7]=1.[CH3:20][C:21]#[N:22].C(C=O)=O.O.[OH-].[NH4+:29]. (4) Given the product [CH2:1]([C:8]1[CH:17]=[C:16]2[C:11]([C:12]([OH:31])=[C:13]([C:26]([NH:36][CH2:35][CH2:34][O:33][CH3:32])=[O:27])[C:14](=[O:25])[N:15]2[CH2:18][C:19]2[N:20]([CH3:24])[CH:21]=[CH:22][N:23]=2)=[N:10][CH:9]=1)[C:2]1[CH:7]=[CH:6][CH:5]=[CH:4][CH:3]=1, predict the reactants needed to synthesize it. The reactants are: [CH2:1]([C:8]1[CH:17]=[C:16]2[C:11]([C:12]([OH:31])=[C:13]([C:26](OCC)=[O:27])[C:14](=[O:25])[N:15]2[CH2:18][C:19]2[N:20]([CH3:24])[CH:21]=[CH:22][N:23]=2)=[N:10][CH:9]=1)[C:2]1[CH:7]=[CH:6][CH:5]=[CH:4][CH:3]=1.[CH3:32][O:33][CH2:34][CH2:35][NH2:36].